This data is from NCI-60 drug combinations with 297,098 pairs across 59 cell lines. The task is: Regression. Given two drug SMILES strings and cell line genomic features, predict the synergy score measuring deviation from expected non-interaction effect. (1) Drug 1: C(CC(=O)O)C(=O)CN.Cl. Drug 2: CCN(CC)CCCC(C)NC1=C2C=C(C=CC2=NC3=C1C=CC(=C3)Cl)OC. Cell line: HCT116. Synergy scores: CSS=36.9, Synergy_ZIP=3.34, Synergy_Bliss=4.47, Synergy_Loewe=-41.9, Synergy_HSA=5.25. (2) Drug 1: C1=CC(=CC=C1C#N)C(C2=CC=C(C=C2)C#N)N3C=NC=N3. Drug 2: CC1=C2C(C(=O)C3(C(CC4C(C3C(C(C2(C)C)(CC1OC(=O)C(C(C5=CC=CC=C5)NC(=O)C6=CC=CC=C6)O)O)OC(=O)C7=CC=CC=C7)(CO4)OC(=O)C)O)C)OC(=O)C. Cell line: NCI-H460. Synergy scores: CSS=-3.88, Synergy_ZIP=0.744, Synergy_Bliss=1.62, Synergy_Loewe=-10.6, Synergy_HSA=-6.73. (3) Drug 1: CC1=C(C(=CC=C1)Cl)NC(=O)C2=CN=C(S2)NC3=CC(=NC(=N3)C)N4CCN(CC4)CCO. Drug 2: C(CN)CNCCSP(=O)(O)O. Cell line: NCIH23. Synergy scores: CSS=7.23, Synergy_ZIP=-3.74, Synergy_Bliss=-3.69, Synergy_Loewe=-4.88, Synergy_HSA=-4.88. (4) Drug 1: C1=CC=C(C=C1)NC(=O)CCCCCCC(=O)NO. Drug 2: C1CC(CNC1)C2=CC=C(C=C2)N3C=C4C=CC=C(C4=N3)C(=O)N. Cell line: NCIH23. Synergy scores: CSS=75.5, Synergy_ZIP=-1.55, Synergy_Bliss=-3.02, Synergy_Loewe=-6.36, Synergy_HSA=-0.713. (5) Drug 1: C1CCC(C(C1)N)N.C(=O)(C(=O)[O-])[O-].[Pt+4]. Drug 2: C1CN(P(=O)(OC1)NCCCl)CCCl. Cell line: NCIH23. Synergy scores: CSS=3.55, Synergy_ZIP=-17.0, Synergy_Bliss=-43.9, Synergy_Loewe=-31.5, Synergy_HSA=-44.6.